The task is: Predict the reactants needed to synthesize the given product.. This data is from Full USPTO retrosynthesis dataset with 1.9M reactions from patents (1976-2016). (1) Given the product [F:1][C:2]1[CH:3]=[CH:4][C:5]([C:8]2[C:12]([C:13]3[CH:18]=[CH:17][N:16]=[C:15]([C:19]([NH2:20])=[O:24])[CH:14]=3)=[CH:11][NH:10][N:9]=2)=[CH:6][CH:7]=1, predict the reactants needed to synthesize it. The reactants are: [F:1][C:2]1[CH:7]=[CH:6][C:5]([C:8]2[C:12]([C:13]3[CH:18]=[CH:17][N:16]=[C:15]([C:19]#[N:20])[CH:14]=3)=[CH:11][NH:10][N:9]=2)=[CH:4][CH:3]=1.OO.C(=O)([O-])[O-:24].[K+].[K+].O. (2) The reactants are: [F:1][C:2]([F:15])([F:14])[C:3]1[CH:8]=[CH:7][C:6]([C@@H:9]2[O:11][C@H:10]2[CH2:12][OH:13])=[CH:5][CH:4]=1.Cl([O-])(=O)(=O)=O.[Li+].[N-:22]=[N+:23]=[N-:24].[Na+]. Given the product [N:22]([C@H:9]([C:6]1[CH:7]=[CH:8][C:3]([C:2]([F:15])([F:14])[F:1])=[CH:4][CH:5]=1)[C@@H:10]([OH:11])[CH2:12][OH:13])=[N+:23]=[N-:24], predict the reactants needed to synthesize it. (3) Given the product [C:14]([O:13][C:12](=[O:18])[NH:11][C@@H:9]1[CH2:10][C@H:8]1[C:5]1[CH:6]=[CH:7][C:2]([NH:1][C:25]([C:22]2[CH:23]=[CH:24][C:19]([C:28]3[CH:29]=[CH:30][CH:31]=[CH:32][CH:33]=3)=[CH:20][CH:21]=2)=[O:26])=[CH:3][CH:4]=1)([CH3:15])([CH3:17])[CH3:16], predict the reactants needed to synthesize it. The reactants are: [NH2:1][C:2]1[CH:7]=[CH:6][C:5]([C@@H:8]2[CH2:10][C@H:9]2[NH:11][C:12](=[O:18])[O:13][C:14]([CH3:17])([CH3:16])[CH3:15])=[CH:4][CH:3]=1.[C:19]1([C:28]2[CH:33]=[CH:32][CH:31]=[CH:30][CH:29]=2)[CH:24]=[CH:23][C:22]([C:25](O)=[O:26])=[CH:21][CH:20]=1.Cl.C(N=C=NCCCN(C)C)C.ON1C2C=CC=CC=2N=N1. (4) Given the product [Br:1][C:2]1[CH:3]=[C:4]2[C:8](=[CH:9][CH:10]=1)[N:7]([C:22]([NH:21][CH3:20])=[O:23])[CH2:6][CH2:5]2, predict the reactants needed to synthesize it. The reactants are: [Br:1][C:2]1[CH:3]=[C:4]2[C:8](=[CH:9][CH:10]=1)[NH:7][CH2:6][CH2:5]2.CCN(C(C)C)C(C)C.[CH3:20][N:21]=[C:22]=[O:23]. (5) The reactants are: C([O:8][C:9]1[C:14]([CH3:15])=[CH:13][C:12]([C:16]2[NH:25][C:24](=[O:26])[C:23]3[C:18](=[CH:19][C:20]([O:32][CH3:33])=[CH:21][C:22]=3[O:27][CH2:28][CH2:29][O:30][CH3:31])[N:17]=2)=[CH:11][C:10]=1[CH3:34])C1C=CC=CC=1. Given the product [OH:8][C:9]1[C:14]([CH3:15])=[CH:13][C:12]([C:16]2[NH:25][C:24](=[O:26])[C:23]3[C:18](=[CH:19][C:20]([O:32][CH3:33])=[CH:21][C:22]=3[O:27][CH2:28][CH2:29][O:30][CH3:31])[N:17]=2)=[CH:11][C:10]=1[CH3:34], predict the reactants needed to synthesize it. (6) Given the product [F:15][C:12]1[CH:11]=[CH:10][C:9]([CH2:8][C:6]2[CH:7]=[C:2]([NH:1][CH3:22])[C:3]([C:16]([O:18][CH2:19][CH3:20])=[O:17])=[N:4][CH:5]=2)=[CH:14][CH:13]=1, predict the reactants needed to synthesize it. The reactants are: [NH2:1][C:2]1[C:3]([C:16]([O:18][CH2:19][CH3:20])=[O:17])=[N:4][CH:5]=[C:6]([CH2:8][C:9]2[CH:14]=[CH:13][C:12]([F:15])=[CH:11][CH:10]=2)[CH:7]=1.F[C:22](F)(F)C(OC(=O)C(F)(F)F)=O.CI. (7) The reactants are: [C:1]1([S:7]([CH:10]([C:12]2[CH:13]=[C:14]3[C:18](=[CH:19][CH:20]=2)[NH:17][C:16]2=[N+:21]([O-])[CH:22]=[CH:23][CH:24]=[C:15]32)[CH3:11])(=[O:9])=[O:8])[CH:6]=[CH:5][CH:4]=[CH:3][CH:2]=1.P(Br)(Br)([Br:28])=O.O.CCOC(C)=O. Given the product [C:1]1([S:7]([CH:10]([C:12]2[CH:13]=[C:14]3[C:18](=[CH:19][CH:20]=2)[NH:17][C:16]2[N:21]=[CH:22][CH:23]=[C:24]([Br:28])[C:15]3=2)[CH3:11])(=[O:9])=[O:8])[CH:6]=[CH:5][CH:4]=[CH:3][CH:2]=1, predict the reactants needed to synthesize it. (8) Given the product [Cl:1][C:2]1[CH:10]=[C:9]2[C:5]([C:6]([I:23])=[N:7][NH:8]2)=[CH:4][C:3]=1[C:11]1[CH:16]=[CH:15][C:14]([N:17]2[CH2:18][CH2:19][O:20][CH2:21][CH2:22]2)=[CH:13][CH:12]=1, predict the reactants needed to synthesize it. The reactants are: [Cl:1][C:2]1[CH:10]=[C:9]2[C:5]([CH:6]=[N:7][NH:8]2)=[CH:4][C:3]=1[C:11]1[CH:16]=[CH:15][C:14]([N:17]2[CH2:22][CH2:21][O:20][CH2:19][CH2:18]2)=[CH:13][CH:12]=1.[I:23]I.[OH-].[K+].[Cl-].[NH4+].